Dataset: Catalyst prediction with 721,799 reactions and 888 catalyst types from USPTO. Task: Predict which catalyst facilitates the given reaction. (1) Reactant: O.CC1C=CC(S(O)(=O)=O)=CC=1.C[O:14][C:15](OC)([C:18]1[CH:23]=[N:22][CH:21]=[C:20]([O:24][CH3:25])[N:19]=1)[CH2:16][OH:17].[Cl-].[Na+].C(=O)([O-])O.[Na+]. Product: [OH:17][CH2:16][C:15]([C:18]1[CH:23]=[N:22][CH:21]=[C:20]([O:24][CH3:25])[N:19]=1)=[O:14]. The catalyst class is: 30. (2) Reactant: [N:1]1[CH:6]=[CH:5][CH:4]=[CH:3][C:2]=1[C:7]([NH:9][C:10]1[C:11]([C:21]([OH:23])=O)=[N:12][N:13]([CH:15]2[CH2:20][CH2:19][CH2:18][CH2:17][O:16]2)[CH:14]=1)=[O:8].[C:24]1([NH:30][CH2:31][CH2:32][NH2:33])[CH:29]=[CH:28][CH:27]=[CH:26][CH:25]=1.CCN=C=NCCCN(C)C.C1C=CC2N(O)N=NC=2C=1.C(N(CC)CC)C.C(=O)([O-])O.[Na+]. Product: [NH:30]([CH2:31][CH2:32][NH:33][C:21]([C:11]1[C:10]([NH:9][C:7]([C:2]2[CH:3]=[CH:4][CH:5]=[CH:6][N:1]=2)=[O:8])=[CH:14][N:13]([CH:15]2[CH2:20][CH2:19][CH2:18][CH2:17][O:16]2)[N:12]=1)=[O:23])[C:24]1[CH:29]=[CH:28][CH:27]=[CH:26][CH:25]=1. The catalyst class is: 3.